Dataset: Forward reaction prediction with 1.9M reactions from USPTO patents (1976-2016). Task: Predict the product of the given reaction. Given the reactants [Cl-].[NH4+].O[N:4]1C2C=CC=CC=2N=N1.C(N(C(C)C)CC)(C)C.[Cl:22][CH2:23][CH2:24][CH2:25][CH:26]([C:30]1[CH:35]=[CH:34][C:33]([Cl:36])=[CH:32][C:31]=1[C:37]([F:40])([F:39])[F:38])[C:27](O)=[O:28], predict the reaction product. The product is: [Cl:22][CH2:23][CH2:24][CH2:25][CH:26]([C:30]1[CH:35]=[CH:34][C:33]([Cl:36])=[CH:32][C:31]=1[C:37]([F:40])([F:39])[F:38])[C:27]([NH2:4])=[O:28].